Dataset: Peptide-MHC class II binding affinity with 134,281 pairs from IEDB. Task: Regression. Given a peptide amino acid sequence and an MHC pseudo amino acid sequence, predict their binding affinity value. This is MHC class II binding data. (1) The peptide sequence is GELQIVDKIVAAFKI. The MHC is DRB3_0101 with pseudo-sequence DRB3_0101. The binding affinity (normalized) is 0.710. (2) The peptide sequence is PNESYKKQVTIRIGC. The MHC is DRB5_0101 with pseudo-sequence DRB5_0101. The binding affinity (normalized) is 0.520. (3) The peptide sequence is GDLYIFESRAICKYA. The MHC is HLA-DQA10101-DQB10501 with pseudo-sequence HLA-DQA10101-DQB10501. The binding affinity (normalized) is 0.482.